From a dataset of Reaction yield outcomes from USPTO patents with 853,638 reactions. Predict the reaction yield, written as a fraction of the theoretical maximum amount of product (1.0 means a 100% yield; for example, 0.34 means a 34% yield). (1) The reactants are C(OC(=O)[NH:7][CH2:8][CH2:9][CH2:10][NH:11][CH2:12][C:13](=[O:30])[NH:14][C:15]1[CH:28]=[CH:27][C:26]2[NH:25][C:24](=[O:29])[C:23]3[C:18](=[CH:19][CH:20]=[CH:21][CH:22]=3)[C:17]=2[CH:16]=1)(C)(C)C.[ClH:32]. The catalyst is ClCCl.O1CCOCC1. The product is [ClH:32].[NH2:7][CH2:8][CH2:9][CH2:10][NH:11][CH2:12][C:13]([NH:14][C:15]1[CH:28]=[CH:27][C:26]2[NH:25][C:24](=[O:29])[C:23]3[C:18](=[CH:19][CH:20]=[CH:21][CH:22]=3)[C:17]=2[CH:16]=1)=[O:30]. The yield is 0.970. (2) The reactants are [N:1]([C:4]1[CH:14]=[CH:13][C:7]([C:8]([O:10][CH2:11][CH3:12])=[O:9])=[CH:6][CH:5]=1)=[C:2]=[O:3].[Cl:15][C:16]1[CH:22]=[CH:21][C:19]([NH2:20])=[CH:18][C:17]=1[C:23]([F:26])([F:25])[F:24]. The catalyst is C(Cl)Cl. The product is [Cl:15][C:16]1[CH:22]=[CH:21][C:19]([NH:20][C:2]([NH:1][C:4]2[CH:14]=[CH:13][C:7]([C:8]([O:10][CH2:11][CH3:12])=[O:9])=[CH:6][CH:5]=2)=[O:3])=[CH:18][C:17]=1[C:23]([F:24])([F:25])[F:26]. The yield is 0.970. (3) The reactants are [Cl:1][C:2]1[N:6]2[CH:7]=[C:8]([F:11])[CH:9]=[CH:10][C:5]2=[C:4]([C:12]2[N:13]=[C:14]3[C:20]([C:21]([OH:23])=O)=[CH:19][N:18]([CH2:24][O:25][CH2:26][CH2:27][Si:28]([CH3:31])([CH3:30])[CH3:29])[C:15]3=[N:16][CH:17]=2)[N:3]=1.Cl.[CH3:33][O:34][CH2:35][C@@H:36]([NH2:38])[CH3:37].C(N(CC)C(C)C)(C)C.CN(C(ON1N=NC2C=CC=NC1=2)=[N+](C)C)C.F[P-](F)(F)(F)(F)F. The catalyst is O.CN(C=O)C. The product is [CH3:33][O:34][CH2:35][C@@H:36]([NH:38][C:21]([C:20]1[C:14]2[C:15](=[N:16][CH:17]=[C:12]([C:4]3[N:3]=[C:2]([Cl:1])[N:6]4[CH:7]=[C:8]([F:11])[CH:9]=[CH:10][C:5]=34)[N:13]=2)[N:18]([CH2:24][O:25][CH2:26][CH2:27][Si:28]([CH3:29])([CH3:30])[CH3:31])[CH:19]=1)=[O:23])[CH3:37]. The yield is 0.440. (4) The reactants are [Cl:1][CH2:2][C:3]([NH:5][C:6]1[CH:11]=[CH:10][CH:9]=[CH:8][N:7]=1)=[O:4].[C:12]1([C@@H:18]([NH:30][C:31]2[CH:36]=[CH:35][CH:34]=[CH:33][CH:32]=2)[C:19]([O:21][C@@H:22]2[CH:27]3[CH2:28][CH2:29][N:24]([CH2:25][CH2:26]3)[CH2:23]2)=[O:20])[CH:17]=[CH:16][CH:15]=[CH:14][CH:13]=1. The catalyst is CCOC(C)=O. The product is [Cl-:1].[O:4]=[C:3]([NH:5][C:6]1[CH:11]=[CH:10][CH:9]=[CH:8][N:7]=1)[CH2:2][N+:24]12[CH2:25][CH2:26][CH:27]([CH2:28][CH2:29]1)[C@@H:22]([O:21][C:19](=[O:20])[C@@H:18]([C:12]1[CH:17]=[CH:16][CH:15]=[CH:14][CH:13]=1)[NH:30][C:31]1[CH:36]=[CH:35][CH:34]=[CH:33][CH:32]=1)[CH2:23]2. The yield is 0.382. (5) The reactants are [NH2:1][C:2]1[C:7]([O:8][CH2:9][C:10]2[CH:15]=[CH:14][CH:13]=[CH:12][CH:11]=2)=[CH:6][CH:5]=[CH:4][C:3]=1[NH:16][C:17]([C:19]1([NH:34]C(=O)OC(C)(C)C)[CH2:24][CH2:23][N:22]([C:25]2[C:26]3[CH:33]=[CH:32][NH:31][C:27]=3[N:28]=[CH:29][N:30]=2)[CH2:21][CH2:20]1)=O.NC1C=CC=C(OCC2C=CC=CC=2)C=1NC(C1(NC(=O)OC(C)(C)C)CCN(C2C3C=CNC=3N=CN=2)CC1)=O.Cl. The catalyst is CN1C(=O)CCC1. The product is [CH2:9]([O:8][C:7]1[C:2]2[NH:1][C:17]([C:19]3([NH2:34])[CH2:20][CH2:21][N:22]([C:25]4[C:26]5[CH:33]=[CH:32][NH:31][C:27]=5[N:28]=[CH:29][N:30]=4)[CH2:23][CH2:24]3)=[N:16][C:3]=2[CH:4]=[CH:5][CH:6]=1)[C:10]1[CH:15]=[CH:14][CH:13]=[CH:12][CH:11]=1. The yield is 0.519. (6) The reactants are [CH2:1]([N:4]1[C:12]2[C:7](=[CH:8][C:9]([O:14]C)=[CH:10][C:11]=2[CH3:13])[C:6]([CH:16]2[CH2:21][CH2:20][N:19]([CH3:22])[CH2:18][CH2:17]2)=[CH:5]1)[CH2:2][CH3:3].Cl.N1C=CC=CC=1. No catalyst specified. The product is [CH2:1]([N:4]1[C:12]2[C:7](=[CH:8][C:9]([OH:14])=[CH:10][C:11]=2[CH3:13])[C:6]([CH:16]2[CH2:17][CH2:18][N:19]([CH3:22])[CH2:20][CH2:21]2)=[CH:5]1)[CH2:2][CH3:3]. The yield is 0.870.